Predict the product of the given reaction. From a dataset of Forward reaction prediction with 1.9M reactions from USPTO patents (1976-2016). (1) Given the reactants [N:1]1([C:11](=[O:23])[CH2:12][S:13][C:14]2[S:15][C:16]3[CH:21]=[CH:20][N:19]=[CH:18][C:17]=3[N:22]=2)[C:10]2[C:5](=[CH:6][CH:7]=[CH:8][CH:9]=2)[CH2:4][CH2:3][CH2:2]1.[ClH:24], predict the reaction product. The product is: [ClH:24].[N:1]1([C:11](=[O:23])[CH2:12][S:13][C:14]2[S:15][C:16]3[CH:21]=[CH:20][N:19]=[CH:18][C:17]=3[N:22]=2)[C:10]2[C:5](=[CH:6][CH:7]=[CH:8][CH:9]=2)[CH2:4][CH2:3][CH2:2]1. (2) Given the reactants [I-:1].[Zn+2:2].[I-].[C@@H:4]12[O:10][C@@H:7]([CH2:8][CH2:9]1)[CH2:6][C@H:5]2[CH2:11]O, predict the reaction product. The product is: [I-:1].[C@@H:4]12[O:10][C@@H:7]([CH2:8][CH2:9]1)[CH2:6][C@H:5]2[CH2:11][Zn+:2]. (3) Given the reactants [CH3:1][O:2][C:3]1[CH:11]=[C:10]2[C:6]([CH2:7][C:8](=[O:12])[NH:9]2)=[CH:5][CH:4]=1.CNCCNC.C(=O)([O-])[O-].[K+].[K+].I[C:26]1[CH:31]=[CH:30][CH:29]=[CH:28][CH:27]=1, predict the reaction product. The product is: [CH3:1][O:2][C:3]1[CH:11]=[C:10]2[C:6]([CH2:7][C:8](=[O:12])[N:9]2[C:26]2[CH:31]=[CH:30][CH:29]=[CH:28][CH:27]=2)=[CH:5][CH:4]=1. (4) Given the reactants Br[C:2]1[CH:7]=[CH:6][C:5]([Cl:8])=[CH:4][CH:3]=1.C([Li])CCC.[CH3:14][C:15]1([CH3:29])[C:20](=[O:21])[CH2:19][CH2:18][N:17]([C:22]([O:24][C:25]([CH3:28])([CH3:27])[CH3:26])=[O:23])[CH2:16]1, predict the reaction product. The product is: [Cl:8][C:5]1[CH:6]=[CH:7][C:2]([C:20]2([OH:21])[CH2:19][CH2:18][N:17]([C:22]([O:24][C:25]([CH3:27])([CH3:26])[CH3:28])=[O:23])[CH2:16][C:15]2([CH3:29])[CH3:14])=[CH:3][CH:4]=1. (5) Given the reactants C(O)C.[CH2:4]1[CH:9]2CN[CH:6](C[CH2:8]2)[CH2:5]1.[H-].[Na+].[C:14]([OH:17])(=[O:16])[CH3:15], predict the reaction product. The product is: [C:15]1([C:14]([OH:17])=[O:16])[CH2:8][CH2:9][CH2:4][CH2:5][CH:6]=1.